From a dataset of Full USPTO retrosynthesis dataset with 1.9M reactions from patents (1976-2016). Predict the reactants needed to synthesize the given product. (1) Given the product [OH:8][C:9]1[CH:10]=[C:11]([CH2:17][CH2:18][O:19][C@@H:20]2[CH2:25][CH2:24][CH2:23][CH2:22][C@H:21]2[N:26]2[CH2:30][CH2:29][C@@H:28]([OH:31])[CH2:27]2)[CH:12]=[CH:13][C:14]=1[O:15][CH3:16], predict the reactants needed to synthesize it. The reactants are: C([O:8][C:9]1[CH:10]=[C:11]([CH2:17][CH2:18][O:19][C@@H:20]2[CH2:25][CH2:24][CH2:23][CH2:22][C@H:21]2[N:26]2[CH2:30][CH2:29][C@@H:28]([OH:31])[CH2:27]2)[CH:12]=[CH:13][C:14]=1[O:15][CH3:16])C1C=CC=CC=1.N#N.[H][H]. (2) Given the product [Br:1][C:2]1[CH:3]=[CH:4][C:5]([F:16])=[C:6]2[C:15]=1[CH:10]=[CH:9][N:8]=[CH:7]2, predict the reactants needed to synthesize it. The reactants are: [Br:1][C:2]1[CH:3]=[CH:4][C:5]([F:16])=[C:6]([CH:15]=1)[CH:7]=[N:8][CH2:9][CH:10](OC)OC.S(=O)(=O)(O)O. (3) Given the product [NH:6]1[C:5]2[CH:7]=[CH:8][CH:9]=[CH:10][C:4]=2[N:3]=[C:2]1[NH:11][CH:12]1[CH2:13][CH2:14][N:15]([C:18]([O:20][CH2:21][CH3:22])=[O:19])[CH2:16][CH2:17]1, predict the reactants needed to synthesize it. The reactants are: Cl[C:2]1[NH:3][C:4]2[CH:10]=[CH:9][CH:8]=[CH:7][C:5]=2[N:6]=1.[NH2:11][CH:12]1[CH2:17][CH2:16][N:15]([C:18]([O:20][CH2:21][CH3:22])=[O:19])[CH2:14][CH2:13]1.